This data is from Reaction yield outcomes from USPTO patents with 853,638 reactions. The task is: Predict the reaction yield, written as a fraction of the theoretical maximum amount of product (1.0 means a 100% yield; for example, 0.34 means a 34% yield). (1) The reactants are [N:1]1([C:11]([O:13][CH2:14][C:15]2[CH:20]=[CH:19][CH:18]=[CH:17][CH:16]=2)=[O:12])[CH2:6][CH2:5][O:4][CH2:3][CH:2]1[C:7]([O:9][CH3:10])=[O:8].CI.[CH3:23][Si]([N-][Si](C)(C)C)(C)C.[Na+]. The catalyst is C1COCC1. The product is [CH3:23][C:2]1([C:7]([O:9][CH3:10])=[O:8])[CH2:3][O:4][CH2:5][CH2:6][N:1]1[C:11]([O:13][CH2:14][C:15]1[CH:20]=[CH:19][CH:18]=[CH:17][CH:16]=1)=[O:12]. The yield is 0.790. (2) The reactants are [C:1]([O:5][C:6]([N:8]1[C:17]2[C:12](=[CH:13][CH:14]=[CH:15][CH:16]=2)[CH:11]=[CH:10][C:9]1([CH3:19])[CH3:18])=[O:7])([CH3:4])([CH3:3])[CH3:2].B.C1C[O:24]CC1.C1C=C[NH+]=CC=1.[O-][Cr](Cl)(=O)=O. The catalyst is C1COCC1.C(Cl)Cl. The product is [C:1]([O:5][C:6]([N:8]1[C:17]2[C:12](=[CH:13][CH:14]=[CH:15][CH:16]=2)[C:11](=[O:24])[CH2:10][C:9]1([CH3:19])[CH3:18])=[O:7])([CH3:4])([CH3:2])[CH3:3]. The yield is 0.680. (3) The reactants are [F:1][C:2]1[CH:7]=[CH:6][C:5]([N:8]2[CH2:13][CH2:12][N:11]([C:14]3[N:19]=[C:18]([CH2:20]O)[N:17]([CH2:22][C:23]4[S:24][C:25]([C:28]([F:31])([F:30])[F:29])=[CH:26][CH:27]=4)[C:16](=[O:32])[N:15]=3)[CH2:10][CH2:9]2)=[CH:4][CH:3]=1.[CH2:33]([N:35](CC)[CH2:36]C)C.CS(Cl)(=O)=O.CNC. The catalyst is O1CCOCC1.ClCCl. The product is [CH3:33][N:35]([CH2:20][C:18]1[N:17]([CH2:22][C:23]2[S:24][C:25]([C:28]([F:31])([F:29])[F:30])=[CH:26][CH:27]=2)[C:16](=[O:32])[N:15]=[C:14]([N:11]2[CH2:10][CH2:9][N:8]([C:5]3[CH:6]=[CH:7][C:2]([F:1])=[CH:3][CH:4]=3)[CH2:13][CH2:12]2)[N:19]=1)[CH3:36]. The yield is 0.200.